This data is from Full USPTO retrosynthesis dataset with 1.9M reactions from patents (1976-2016). The task is: Predict the reactants needed to synthesize the given product. (1) Given the product [C:1]([NH:4][C:5]([CH2:35][CH2:34][C:31]1[CH:30]=[CH:29][C:28]([CH2:20][CH2:21][CH2:22][CH2:23][CH2:24][CH2:25][CH2:26][CH3:27])=[CH:33][CH:32]=1)([C:11]([O:13][CH2:14][CH3:15])=[O:12])[C:6]([O:8][CH2:9][CH3:10])=[O:7])(=[O:3])[CH3:2], predict the reactants needed to synthesize it. The reactants are: [C:1]([NH:4][CH:5]([C:11]([O:13][CH2:14][CH3:15])=[O:12])[C:6]([O:8][CH2:9][CH3:10])=[O:7])(=[O:3])[CH3:2].CC[O-].[Na+].[CH2:20]([C:28]1[CH:33]=[CH:32][C:31]([CH2:34][CH2:35]I)=[CH:30][CH:29]=1)[CH2:21][CH2:22][CH2:23][CH2:24][CH2:25][CH2:26][CH3:27]. (2) Given the product [CH3:20][O:21][C:22](=[O:34])[CH2:23][C@H:24]1[C:28]2[CH:29]=[CH:30][C:31]([O:19][C@H:15]3[C:16]4[C:12](=[CH:11][C:10]([C:5]5[CH:6]=[CH:7][CH:8]=[CH:9][C:4]=5[CH:1]([CH3:3])[CH3:2])=[CH:18][CH:17]=4)[CH2:13][CH2:14]3)=[CH:32][C:27]=2[O:26][CH2:25]1, predict the reactants needed to synthesize it. The reactants are: [CH:1]([C:4]1[CH:9]=[CH:8][CH:7]=[CH:6][C:5]=1[C:10]1[CH:11]=[C:12]2[C:16](=[CH:17][CH:18]=1)[C@@H:15]([OH:19])[CH2:14][CH2:13]2)([CH3:3])[CH3:2].[CH3:20][O:21][C:22](=[O:34])[CH2:23][C@H:24]1[C:28]2[CH:29]=[CH:30][C:31](O)=[CH:32][C:27]=2[O:26][CH2:25]1.